From a dataset of Full USPTO retrosynthesis dataset with 1.9M reactions from patents (1976-2016). Predict the reactants needed to synthesize the given product. Given the product [C:13]([C:3]1[CH:4]=[N:5][C:6]2[C:11]([C:2]=1[NH:15][C:16]1[CH:17]=[CH:18][C:19]([C:20]([O:22][CH3:23])=[O:21])=[CH:24][CH:25]=1)=[CH:10][C:9]([NH:26][CH2:27][C:28]1[CH:29]=[N:30][CH:31]=[CH:32][CH:33]=1)=[N:8][CH:7]=2)#[N:14], predict the reactants needed to synthesize it. The reactants are: Cl[C:2]1[C:11]2[C:6](=[CH:7][N:8]=[C:9](F)[CH:10]=2)[N:5]=[CH:4][C:3]=1[C:13]#[N:14].[NH2:15][C:16]1[CH:25]=[CH:24][C:19]([C:20]([O:22][CH3:23])=[O:21])=[CH:18][CH:17]=1.[NH2:26][CH2:27][C:28]1[CH:29]=[N:30][CH:31]=[CH:32][CH:33]=1.